Dataset: Forward reaction prediction with 1.9M reactions from USPTO patents (1976-2016). Task: Predict the product of the given reaction. (1) Given the reactants [CH3:1][O:2][CH2:3][C:4]1[N:9]([C:10]2[CH:15]=[CH:14][CH:13]=[C:12]([C:16]([F:19])([F:18])[F:17])[CH:11]=2)[C:8](=[O:20])[C:7]([C:21]([OH:23])=O)=[CH:6][CH:5]=1.Cl.[CH3:25][S:26]([C:29]1[CH:36]=[CH:35][C:32]([CH2:33][NH2:34])=[CH:31][CH:30]=1)(=[O:28])=[O:27], predict the reaction product. The product is: [CH3:1][O:2][CH2:3][C:4]1[N:9]([C:10]2[CH:15]=[CH:14][CH:13]=[C:12]([C:16]([F:19])([F:18])[F:17])[CH:11]=2)[C:8](=[O:20])[C:7]([C:21]([NH:34][CH2:33][C:32]2[CH:31]=[CH:30][C:29]([S:26]([CH3:25])(=[O:28])=[O:27])=[CH:36][CH:35]=2)=[O:23])=[CH:6][CH:5]=1. (2) Given the reactants CN1CCOCC1.CN(C(ON1N=NC2C=CC=CC1=2)=[N+](C)C)C.F[P-](F)(F)(F)(F)F.[Cl:32][C:33]1[CH:34]=[C:35]2[C:39](=[C:40]([C:42]([OH:44])=O)[CH:41]=1)[NH:38][CH:37]=[CH:36]2.[C:45]([C:49]1[CH:65]=[CH:64][C:52]([CH2:53][NH:54][CH2:55][CH2:56][C:57]2[CH:62]=[CH:61][C:60]([F:63])=[CH:59][CH:58]=2)=[C:51]([Cl:66])[CH:50]=1)([CH3:48])([CH3:47])[CH3:46], predict the reaction product. The product is: [C:45]([C:49]1[CH:65]=[CH:64][C:52]([CH2:53][N:54]([CH2:55][CH2:56][C:57]2[CH:58]=[CH:59][C:60]([F:63])=[CH:61][CH:62]=2)[C:42]([C:40]2[CH:41]=[C:33]([Cl:32])[CH:34]=[C:35]3[C:39]=2[NH:38][CH:37]=[CH:36]3)=[O:44])=[C:51]([Cl:66])[CH:50]=1)([CH3:48])([CH3:46])[CH3:47]. (3) Given the reactants OC1C(C2(CO)C3C(=CC=CC=3)N(CC[CH2:22][N:23]3[C:31](=[O:32])[C:30]4[C:25](=[CH:26][CH:27]=[CH:28][CH:29]=4)[C:24]3=[O:33])C2=O)=CC2OCOC=2C=1.C1([CH2:40][CH2:41][N:42]2[C:50]3[C:45](=[CH:46][CH:47]=[CH:48][CH:49]=3)[C:44]([C:53]3[C:61]([OH:62])=[CH:60][C:56]4[O:57][CH2:58][O:59][C:55]=4[CH:54]=3)([CH2:51]O)[C:43]2=[O:63])CC1, predict the reaction product. The product is: [O:63]=[C:43]1[C:44]2([C:53]3=[CH:54][C:55]4[O:59][CH2:58][O:57][C:56]=4[CH:60]=[C:61]3[O:62][CH2:51]2)[C:45]2[C:50](=[CH:49][CH:48]=[CH:47][CH:46]=2)[N:42]1[CH2:41][CH2:40][CH2:22][N:23]1[C:31](=[O:32])[C:30]2[C:25](=[CH:26][CH:27]=[CH:28][CH:29]=2)[C:24]1=[O:33]. (4) Given the reactants [Cl:1][C:2]1[CH:14]=[CH:13][C:12]([CH2:15][N:16]2[C:24]3[C:19](=[CH:20][C:21]([C:25](=[O:38])[NH:26][C@H:27]([C:29]4[CH:34]=[CH:33][CH:32]=[C:31]([CH:35]([CH3:37])[CH3:36])[CH:30]=4)[CH3:28])=[CH:22][CH:23]=3)[C:18]([CH3:39])=[C:17]2[CH3:40])=[CH:11][C:3]=1[O:4][C@@H:5]([CH3:10])[C:6]([O:8]C)=[O:7].CS(C)=O.O.[OH-].[Na+], predict the reaction product. The product is: [Cl:1][C:2]1[CH:14]=[CH:13][C:12]([CH2:15][N:16]2[C:24]3[C:19](=[CH:20][C:21]([C:25](=[O:38])[NH:26][C@H:27]([C:29]4[CH:34]=[CH:33][CH:32]=[C:31]([CH:35]([CH3:36])[CH3:37])[CH:30]=4)[CH3:28])=[CH:22][CH:23]=3)[C:18]([CH3:39])=[C:17]2[CH3:40])=[CH:11][C:3]=1[O:4][C@@H:5]([CH3:10])[C:6]([OH:8])=[O:7]. (5) Given the reactants [N:1]1[O:2][N:3]=[C:4]2[CH:9]=[C:8]([C:10]([OH:12])=O)[CH:7]=[CH:6][C:5]=12.CN([C:16]([O:20][N:21]1N=NC2C=CC=N[C:22]1=2)=[N+](C)C)C.F[P-](F)(F)(F)(F)F.CN, predict the reaction product. The product is: [CH3:16][O:20][N:21]([CH3:22])[C:10]([C:8]1[CH:7]=[CH:6][C:5]2=[N:1][O:2][N:3]=[C:4]2[CH:9]=1)=[O:12]. (6) Given the reactants [CH3:1][O:2][C:3]1[CH:4]=[C:5]([NH:14][C:15](=[O:29])[C@H:16]([NH:21]C(=O)OC(C)(C)C)[CH2:17][CH:18]([CH3:20])[CH3:19])[CH:6]=[CH:7][C:8]=1[C:9]1[S:13][CH:12]=[N:11][CH:10]=1.C(O)(C(F)(F)F)=O, predict the reaction product. The product is: [NH2:21][C@H:16]([CH2:17][CH:18]([CH3:20])[CH3:19])[C:15]([NH:14][C:5]1[CH:6]=[CH:7][C:8]([C:9]2[S:13][CH:12]=[N:11][CH:10]=2)=[C:3]([O:2][CH3:1])[CH:4]=1)=[O:29]. (7) Given the reactants [O-:1]P(OP(OP(OP([O-])([O-])=O)([O-])=O)([O-])=O)(=O)[O-].[CH2:18]1[C:18]([C:19](N)=O)=C[N:48]([CH:46]2[O:47][CH:43]([CH2:42]OP(OP(O[CH2:42][CH:43]3[O:47][CH:46]([N:48]4C5N=CN=C(N)C=5N=C4)[CH:45](OP([O-])([O-])=O)[CH:44]3O)([O-])=O)([O-])=O)[CH:44](O)[CH:45]2O)C=[CH:19]1.[Na+].[Na+].[Na+].[Na+].[CH2:79](N([CH2:79][CH2:80][CH2:81][CH3:82])[CH2:79][CH2:80][CH2:81][CH3:82])[CH2:80][CH2:81][CH3:82].[C:83]1([N:89]=[C:90]=[O:91])[CH:88]=[CH:87][CH:86]=[CH:85][CH:84]=1, predict the reaction product. The product is: [C:43]1([O:47][C:46](=[O:91])[NH2:48])[CH:42]=[CH:82][CH:81]=[CH:45][CH:44]=1.[C:83]1([N:89]([C:79]2[CH:80]=[CH:81][CH:82]=[CH:19][CH:18]=2)[C:90](=[O:1])[O-:91])[CH:88]=[CH:87][CH:86]=[CH:85][CH:84]=1. (8) Given the reactants [CH:1]([NH:4][C:5]1[CH:6]=[C:7]2[CH:13]=[CH:12][NH:11][C:8]2=[N:9][CH:10]=1)([CH3:3])[CH3:2].C1C(=O)N([I:21])C(=O)C1, predict the reaction product. The product is: [I:21][C:13]1[C:7]2[C:8](=[N:9][CH:10]=[C:5]([NH:4][CH:1]([CH3:3])[CH3:2])[CH:6]=2)[NH:11][CH:12]=1. (9) Given the reactants C([N:8]1[CH:12]=[C:11]([CH2:13][CH2:14][C:15]([OH:17])=[O:16])[N:10]=[N:9]1)C1C=CC=CC=1.[H][H], predict the reaction product. The product is: [NH:8]1[CH:12]=[C:11]([CH2:13][CH2:14][C:15]([OH:17])=[O:16])[N:10]=[N:9]1. (10) The product is: [CH3:7][C:5]1[N:6]=[C:2]([C:11]#[C:10][CH2:9][CH2:8][N:12]2[N:13]=[C:14]3[CH:20]=[CH:19][CH:18]=[CH:17][C:15]3=[N:16]2)[S:3][CH:4]=1. Given the reactants Br[C:2]1[S:3][CH:4]=[C:5]([CH3:7])[N:6]=1.[CH2:8]([N:12]1[N:16]=[C:15]2[CH:17]=[CH:18][CH:19]=[CH:20][C:14]2=[N:13]1)[CH2:9][C:10]#[CH:11], predict the reaction product.